From a dataset of Full USPTO retrosynthesis dataset with 1.9M reactions from patents (1976-2016). Predict the reactants needed to synthesize the given product. (1) Given the product [F:32][C:27]([F:33])([C:9]1[N:8]=[C:7]([O:13][C:14]2[C:19]([CH3:20])=[CH:18][C:17]([CH3:21])=[CH:16][C:15]=2[CH3:22])[C:6]([C:4]([O:3][CH2:1][CH3:2])=[O:5])=[CH:11][CH:10]=1)[C:28]([F:31])([F:30])[F:29], predict the reactants needed to synthesize it. The reactants are: [CH2:1]([O:3][C:4]([C:6]1[C:7]([O:13][C:14]2[C:19]([CH3:20])=[CH:18][C:17]([CH3:21])=[CH:16][C:15]=2[CH3:22])=[N+:8]([O-])[CH:9]=[CH:10][CH:11]=1)=[O:5])[CH3:2].[F-].[Cs+].C[Si](C)(C)[C:27]([F:33])([F:32])[C:28]([F:31])([F:30])[F:29].O. (2) Given the product [C:17]([C:21]1[CH:25]=[C:24]([CH2:26][NH:27][C:8]([NH:7][C:2]2[CH:3]=[CH:4][CH:5]=[CH:6][N:1]=2)=[O:16])[N:23]([C:28]2[CH:33]=[CH:32][CH:31]=[C:30]([Cl:34])[CH:29]=2)[N:22]=1)([CH3:20])([CH3:18])[CH3:19], predict the reactants needed to synthesize it. The reactants are: [N:1]1[CH:6]=[CH:5][CH:4]=[CH:3][C:2]=1[NH:7][C:8](=[O:16])OC1C=CC=CC=1.[C:17]([C:21]1[CH:25]=[C:24]([CH2:26][NH2:27])[N:23]([C:28]2[CH:33]=[CH:32][CH:31]=[C:30]([Cl:34])[CH:29]=2)[N:22]=1)([CH3:20])([CH3:19])[CH3:18].